Dataset: Full USPTO retrosynthesis dataset with 1.9M reactions from patents (1976-2016). Task: Predict the reactants needed to synthesize the given product. (1) Given the product [NH3:6].[CH3:1][O:2][C:3](=[O:12])[C:4]1[CH:9]=[CH:8][C:7]([CH2:10][N:13]2[CH2:18][CH2:17][CH2:16][CH2:15][CH2:14]2)=[N:6][CH:5]=1, predict the reactants needed to synthesize it. The reactants are: [CH3:1][O:2][C:3](=[O:12])[C:4]1[CH:9]=[CH:8][C:7]([CH:10]=O)=[N:6][CH:5]=1.[NH:13]1[CH2:18][CH2:17][CH2:16][CH2:15][CH2:14]1.[BH-](OC(C)=O)(OC(C)=O)OC(C)=O.[Na+]. (2) Given the product [CH2:35]([O:37][C:38](=[O:48])[CH:39]([C:41]1[CH:46]=[CH:45][C:44]([C:21]2[CH:22]=[CH:23][C:18]([C:17]3[O:16][N:15]=[C:14]([CH3:33])[C:13]=3[NH:12][C:11]([O:10][CH:8]([C:3]3[CH:4]=[CH:5][CH:6]=[CH:7][C:2]=3[F:1])[CH3:9])=[O:34])=[CH:19][CH:20]=2)=[CH:43][CH:42]=1)[CH3:40])[CH3:36], predict the reactants needed to synthesize it. The reactants are: [F:1][C:2]1[CH:7]=[CH:6][CH:5]=[CH:4][C:3]=1[CH:8]([O:10][C:11](=[O:34])[NH:12][C:13]1[C:14]([CH3:33])=[N:15][O:16][C:17]=1[C:18]1[CH:23]=[CH:22][C:21](B2OC(C)(C)C(C)(C)O2)=[CH:20][CH:19]=1)[CH3:9].[CH2:35]([O:37][C:38](=[O:48])[CH:39]([C:41]1[CH:46]=[CH:45][C:44](Br)=[CH:43][CH:42]=1)[CH3:40])[CH3:36]. (3) Given the product [C:1]1([C:10]2[CH:15]=[CH:14][CH:13]=[CH:12][CH:11]=2)[CH:6]=[CH:5][CH:4]=[CH:3][C:2]=1[C:7]([N:50]1[CH2:52][C@H:45]([OH:47])[CH2:46][C@H:51]1[CH2:19][OH:23])=[O:9], predict the reactants needed to synthesize it. The reactants are: [C:1]1([C:10]2[CH:15]=[CH:14][CH:13]=[CH:12][CH:11]=2)[C:2]([C:7]([OH:9])=O)=[CH:3][CH:4]=[CH:5][CH:6]=1.CN([C:19]([O:23]N1N=NC2C=CC=NC1=2)=[N+](C)C)C.F[P-](F)(F)(F)(F)F.CCN([CH2:45][CH3:46])CC.[OH-:47].[Na+].C[N:50]([CH:52]=O)[CH3:51]. (4) Given the product [Br:17][C:11]1[CH:12]=[CH:13][C:8]([NH:7][CH2:6][C:5]2[CH:15]=[CH:16][C:2]([Cl:1])=[CH:3][CH:4]=2)=[N:9][C:10]=1[Cl:14], predict the reactants needed to synthesize it. The reactants are: [Cl:1][C:2]1[CH:16]=[CH:15][C:5]([CH2:6][NH:7][C:8]2[CH:13]=[CH:12][CH:11]=[C:10]([Cl:14])[N:9]=2)=[CH:4][CH:3]=1.[Br:17]N1C(=O)CCC1=O.O.